From a dataset of Reaction yield outcomes from USPTO patents with 853,638 reactions. Predict the reaction yield, written as a fraction of the theoretical maximum amount of product (1.0 means a 100% yield; for example, 0.34 means a 34% yield). (1) The reactants are S(=O)(=O)(O)O.[CH3:6][C:7]1[CH:8]=[C:9]([CH:13]=[CH:14][CH:15]=1)[N:10]([CH3:12])[CH3:11].[N:16]([O-])=O.[Na+].[ClH:20]. The catalyst is C(OCC)C.[Fe].O. The product is [ClH:20].[ClH:20].[CH3:6][C:7]1[C:8]([NH2:16])=[C:9]([N:10]([CH3:12])[CH3:11])[CH:13]=[CH:14][CH:15]=1. The yield is 0.600. (2) The reactants are [CH3:1][O-].[Na+].Cl.[CH3:5][C:6]1[C:14]2[C:9](=[CH:10][C:11]([NH2:15])=[CH:12][CH:13]=2)[NH:8][N:7]=1.C=O.[BH4-].[Na+].[OH-].[Na+]. The catalyst is CO. The product is [CH3:1][NH:15][C:11]1[CH:10]=[C:9]2[C:14]([C:6]([CH3:5])=[N:7][NH:8]2)=[CH:13][CH:12]=1. The yield is 0.390. (3) The reactants are O[C:2]1([C:14]2[CH:19]=[CH:18][C:17]([O:20]CC3C=CC=CC=3)=[CH:16][CH:15]=2)[CH2:6][CH2:5][CH2:4][CH:3]1[NH:7][S:8]([CH:11]([CH3:13])[CH3:12])(=[O:10])=[O:9]. The catalyst is [Pd].C(OCC)(=O)C. The product is [OH:20][C:17]1[CH:16]=[CH:15][C:14]([C:2]2[CH:3]([NH:7][S:8]([CH:11]([CH3:13])[CH3:12])(=[O:10])=[O:9])[CH2:4][CH2:5][CH:6]=2)=[CH:19][CH:18]=1. The yield is 0.650. (4) The reactants are C([O:3][C:4](=[O:23])[CH2:5][C:6]1[NH:11][C:10]2[CH:12]=[CH:13][C:14]([NH:16][S:17]([CH3:20])(=[O:19])=[O:18])=[CH:15][C:9]=2[S:8](=[O:22])(=[O:21])[CH:7]=1)C.[OH-].[Li+]. The catalyst is CO. The product is [CH3:20][S:17]([NH:16][C:14]1[CH:13]=[CH:12][C:10]2[NH:11][C:6]([CH2:5][C:4]([OH:23])=[O:3])=[CH:7][S:8](=[O:21])(=[O:22])[C:9]=2[CH:15]=1)(=[O:18])=[O:19]. The yield is 0.739.